Dataset: NCI-60 drug combinations with 297,098 pairs across 59 cell lines. Task: Regression. Given two drug SMILES strings and cell line genomic features, predict the synergy score measuring deviation from expected non-interaction effect. (1) Drug 1: CC(C1=C(C=CC(=C1Cl)F)Cl)OC2=C(N=CC(=C2)C3=CN(N=C3)C4CCNCC4)N. Drug 2: CCC1(CC2CC(C3=C(CCN(C2)C1)C4=CC=CC=C4N3)(C5=C(C=C6C(=C5)C78CCN9C7C(C=CC9)(C(C(C8N6C)(C(=O)OC)O)OC(=O)C)CC)OC)C(=O)OC)O.OS(=O)(=O)O. Cell line: EKVX. Synergy scores: CSS=32.2, Synergy_ZIP=-0.292, Synergy_Bliss=1.81, Synergy_Loewe=-11.6, Synergy_HSA=2.75. (2) Drug 1: C1=CC(=C2C(=C1NCCNCCO)C(=O)C3=C(C=CC(=C3C2=O)O)O)NCCNCCO. Drug 2: C(CCl)NC(=O)N(CCCl)N=O. Cell line: RXF 393. Synergy scores: CSS=14.9, Synergy_ZIP=-4.90, Synergy_Bliss=-4.94, Synergy_Loewe=-23.9, Synergy_HSA=-5.18. (3) Drug 1: CCC(=C(C1=CC=CC=C1)C2=CC=C(C=C2)OCCN(C)C)C3=CC=CC=C3.C(C(=O)O)C(CC(=O)O)(C(=O)O)O. Drug 2: CN(C(=O)NC(C=O)C(C(C(CO)O)O)O)N=O. Cell line: HOP-62. Synergy scores: CSS=4.03, Synergy_ZIP=-3.96, Synergy_Bliss=-6.61, Synergy_Loewe=-0.683, Synergy_HSA=-3.43. (4) Drug 1: C1=CC(=CC=C1CCC2=CNC3=C2C(=O)NC(=N3)N)C(=O)NC(CCC(=O)O)C(=O)O. Cell line: HOP-62. Drug 2: CC1=C(N=C(N=C1N)C(CC(=O)N)NCC(C(=O)N)N)C(=O)NC(C(C2=CN=CN2)OC3C(C(C(C(O3)CO)O)O)OC4C(C(C(C(O4)CO)O)OC(=O)N)O)C(=O)NC(C)C(C(C)C(=O)NC(C(C)O)C(=O)NCCC5=NC(=CS5)C6=NC(=CS6)C(=O)NCCC[S+](C)C)O. Synergy scores: CSS=35.4, Synergy_ZIP=-1.38, Synergy_Bliss=-0.0949, Synergy_Loewe=-0.388, Synergy_HSA=4.10. (5) Drug 1: CCN(CC)CCNC(=O)C1=C(NC(=C1C)C=C2C3=C(C=CC(=C3)F)NC2=O)C. Drug 2: CC1C(C(CC(O1)OC2CC(CC3=C2C(=C4C(=C3O)C(=O)C5=C(C4=O)C(=CC=C5)OC)O)(C(=O)CO)O)N)O.Cl. Cell line: HCT-15. Synergy scores: CSS=21.6, Synergy_ZIP=2.27, Synergy_Bliss=2.22, Synergy_Loewe=2.89, Synergy_HSA=2.36. (6) Drug 1: CC12CCC3C(C1CCC2=O)CC(=C)C4=CC(=O)C=CC34C. Drug 2: C1=NC2=C(N=C(N=C2N1C3C(C(C(O3)CO)O)F)Cl)N. Cell line: HS 578T. Synergy scores: CSS=50.7, Synergy_ZIP=-2.19, Synergy_Bliss=-0.00156, Synergy_Loewe=-3.15, Synergy_HSA=0.432.